Dataset: TCR-epitope binding with 47,182 pairs between 192 epitopes and 23,139 TCRs. Task: Binary Classification. Given a T-cell receptor sequence (or CDR3 region) and an epitope sequence, predict whether binding occurs between them. (1) The epitope is YYRRATRRIR. The TCR CDR3 sequence is CASSGLAGVTDTQYF. Result: 0 (the TCR does not bind to the epitope). (2) The epitope is FLYALALLL. The TCR CDR3 sequence is CASSYSGKQYF. Result: 0 (the TCR does not bind to the epitope). (3) The epitope is FQPTNGVGY. The TCR CDR3 sequence is CSVTGLAGGRETQYF. Result: 1 (the TCR binds to the epitope). (4) The epitope is KEIDRLNEV. The TCR CDR3 sequence is CASSSSGQGIHNEQFF. Result: 1 (the TCR binds to the epitope).